Dataset: Forward reaction prediction with 1.9M reactions from USPTO patents (1976-2016). Task: Predict the product of the given reaction. (1) Given the reactants [C:1]12([C:11]3[CH:12]=[C:13](B4OB([C:13]5[CH:14]=[CH:15][C:16]([O:17][CH3:18])=[C:11]([C:1]67[CH2:8][CH:7]8[CH2:9][CH:3]([CH2:4][CH:5]([CH2:6]8)[CH2:10]6)[CH2:2]7)[CH:12]=5)OB([C:13]5[CH:14]=[CH:15][C:16]([O:17][CH3:18])=[C:11]([C:1]67[CH2:8][CH:7]8[CH2:9][CH:3]([CH2:4][CH:5]([CH2:6]8)[CH2:10]6)[CH2:2]7)[CH:12]=5)O4)[CH:14]=[CH:15][C:16]=3[O:17][CH3:18])[CH2:10][CH:5]3[CH2:6][CH:7]([CH2:9][CH:3]([CH2:4]3)[CH2:2]1)[CH2:8]2.FC(F)(F)S(O[C:67]1[C:76]2[C:71](=[CH:72][C:73]([C:77]#[N:78])=[CH:74][CH:75]=2)[CH:70]=[CH:69][CH:68]=1)(=O)=O.[O-]P([O-])([O-])=O.[K+].[K+].[K+].C1COCC1, predict the reaction product. The product is: [C:1]12([C:11]3[CH:12]=[C:13]([C:68]4[CH:67]=[C:76]5[C:71](=[CH:70][CH:69]=4)[CH:72]=[C:73]([C:77]#[N:78])[CH:74]=[CH:75]5)[CH:14]=[CH:15][C:16]=3[O:17][CH3:18])[CH2:2][CH:3]3[CH2:4][CH:5]([CH2:6][CH:7]([CH2:9]3)[CH2:8]1)[CH2:10]2. (2) Given the reactants [C:1]([C:3]1[CH:4]=[C:5]([C:13]2[O:17][N:16]=[C:15]([C:18]3[CH:23]=[CH:22][C:21]([CH2:24][CH2:25][C:26]([O:28]C(C)(C)C)=[O:27])=[CH:20][C:19]=3[CH3:33])[N:14]=2)[CH:6]=[CH:7][C:8]=1[O:9][CH:10]([CH3:12])[CH3:11])#[N:2].C(Cl)Cl.C(O)(C(F)(F)F)=O, predict the reaction product. The product is: [C:1]([C:3]1[CH:4]=[C:5]([C:13]2[O:17][N:16]=[C:15]([C:18]3[CH:23]=[CH:22][C:21]([CH2:24][CH2:25][C:26]([OH:28])=[O:27])=[CH:20][C:19]=3[CH3:33])[N:14]=2)[CH:6]=[CH:7][C:8]=1[O:9][CH:10]([CH3:12])[CH3:11])#[N:2]. (3) Given the reactants [NH2:1][C:2]1[CH:3]=[C:4]([OH:8])[CH:5]=[CH:6][CH:7]=1.Br[CH2:10][CH2:11][CH2:12]Cl.[C:14]([O-])(O)=O.[Na+].[CH2:19](O)[CH3:20], predict the reaction product. The product is: [CH2:11]1[CH2:12][N:1]2[C:2]3[C:3]([CH2:14][CH2:19][CH2:20]2)=[C:4]([OH:8])[CH:5]=[CH:6][C:7]=3[CH2:10]1. (4) Given the reactants [C:1]([O:5][C:6]([N:8]1[CH2:13][CH2:12][N:11]([C:14]2[C:19]([NH2:20])=[C:18]([NH:21][CH3:22])[N:17]=[CH:16][N:15]=2)[CH2:10][CH2:9]1)=[O:7])([CH3:4])([CH3:3])[CH3:2].Br[CH2:24][C:25]#[C:26][CH3:27].C(=O)([O-])[O-].[K+].[K+].[Cl-].[NH4+], predict the reaction product. The product is: [C:1]([O:5][C:6]([N:8]1[CH2:9][CH2:10][N:11]([C:14]2[C:19]([NH:20][CH2:24][C:25]#[C:26][CH3:27])=[C:18]([NH:21][CH3:22])[N:17]=[CH:16][N:15]=2)[CH2:12][CH2:13]1)=[O:7])([CH3:4])([CH3:3])[CH3:2]. (5) Given the reactants Br[C:2]1[CH:7]=[C:6]([O:8][C:9]([F:12])([F:11])[F:10])[CH:5]=[CH:4][C:3]=1[O:13][CH3:14].[C:15]1([CH3:22])[C:20]([OH:21])=[CH:19][CH:18]=[CH:17][CH:16]=1, predict the reaction product. The product is: [CH3:14][O:13][C:3]1[CH:4]=[CH:5][C:6]([O:8][C:9]([F:12])([F:11])[F:10])=[CH:7][C:2]=1[O:21][C:20]1[CH:19]=[CH:18][CH:17]=[CH:16][C:15]=1[CH3:22]. (6) Given the reactants [Br:1][C:2]1[CH:8]=[CH:7][C:6]([F:9])=[CH:5][C:3]=1N.N(OCCC(C)C)=O.[CH3:18][S:19]SC, predict the reaction product. The product is: [Br:1][C:2]1[CH:8]=[CH:7][C:6]([F:9])=[CH:5][C:3]=1[S:19][CH3:18]. (7) Given the reactants Br[C:2]1[CH:7]=[C:6]([O:8][C:9]2[CH:14]=[CH:13][C:12]([CH3:15])=[CH:11][C:10]=2[O:16][CH3:17])[C:5]([Cl:18])=[CH:4][C:3]=1[F:19].[C:20](OCC)(=[O:26])[C:21]([O:23][CH2:24][CH3:25])=[O:22], predict the reaction product. The product is: [Cl:18][C:5]1[C:6]([O:8][C:9]2[CH:14]=[CH:13][C:12]([CH3:15])=[CH:11][C:10]=2[O:16][CH3:17])=[CH:7][C:2]([C:20](=[O:26])[C:21]([O:23][CH2:24][CH3:25])=[O:22])=[C:3]([F:19])[CH:4]=1. (8) The product is: [ClH:12].[Cl:12][C:11]1[CH:7]=[C:3]([C:4]([NH2:6])=[O:5])[C:1](=[NH:2])[N:29]([CH:26]2[C:27]3[C:23](=[CH:22][CH:21]=[C:20]([S:17]([CH3:16])(=[O:19])=[O:18])[CH:28]=3)[CH2:24][CH2:25]2)[CH:10]=1. Given the reactants [C:1]([CH:3]([CH:7]1[C:11]([Cl:12])=[C:10](Cl)C(=O)O1)[C:4]([NH2:6])=[O:5])#[N:2].Cl.[CH3:16][S:17]([C:20]1[CH:28]=[C:27]2[C:23]([CH2:24][CH2:25][CH:26]2[NH2:29])=[CH:22][CH:21]=1)(=[O:19])=[O:18].C(=O)([O-])[O-].[K+].[K+], predict the reaction product.